This data is from Forward reaction prediction with 1.9M reactions from USPTO patents (1976-2016). The task is: Predict the product of the given reaction. (1) Given the reactants [Cl:1][C:2]1[CH:3]=[C:4]([C@H:9]2[C:18]3[C:13](=[CH:14][CH:15]=[CH:16][CH:17]=3)[C:12](=O)[CH:11]([CH3:20])[CH2:10]2)[CH:5]=[CH:6][C:7]=1[Cl:8].[NH2:21][OH:22].Cl.CCN(CC)CC.O, predict the reaction product. The product is: [Cl:1][C:2]1[CH:3]=[C:4]([C@H:9]2[C:18]3[C:13](=[CH:14][CH:15]=[CH:16][CH:17]=3)/[C:12](=[N:21]\[OH:22])/[CH:11]([CH3:20])[CH2:10]2)[CH:5]=[CH:6][C:7]=1[Cl:8]. (2) Given the reactants [N+:1]([C:4]1[CH:5]=[CH:6][C:7](OC2C=C3C(=CC=2)OC(C2C=CC=CC=2)CC3)=[N:8][CH:9]=1)([O-:3])=[O:2].[F:27][C:28]1[CH:29]=[C:30]([CH:34]2[CH2:43][CH:42]([OH:44])[C:41]3[C:36](=[CH:37][CH:38]=[C:39]([OH:45])[CH:40]=3)[O:35]2)[CH:31]=[CH:32][CH:33]=1, predict the reaction product. The product is: [F:27][C:28]1[CH:29]=[C:30]([CH:34]2[CH2:43][CH:42]([OH:44])[C:41]3[C:36](=[CH:37][CH:38]=[C:39]([O:45][C:7]4[CH:6]=[CH:5][C:4]([N+:1]([O-:3])=[O:2])=[CH:9][N:8]=4)[CH:40]=3)[O:35]2)[CH:31]=[CH:32][CH:33]=1. (3) Given the reactants [Cl:1][C:2]1[N:3]=[C:4](Cl)[C:5]2[CH2:10][CH2:9][CH:8]([C:11]3[CH:16]=[CH:15][C:14]([F:17])=[CH:13][CH:12]=3)[C:6]=2[N:7]=1.[CH3:19][N:20]1[CH2:25][CH2:24][NH:23][CH2:22][CH2:21]1, predict the reaction product. The product is: [Cl:1][C:2]1[N:3]=[C:4]([N:23]2[CH2:24][CH2:25][N:20]([CH3:19])[CH2:21][CH2:22]2)[C:5]2[CH2:10][CH2:9][CH:8]([C:11]3[CH:16]=[CH:15][C:14]([F:17])=[CH:13][CH:12]=3)[C:6]=2[N:7]=1. (4) The product is: [Cl:13][C:14]1[CH:15]=[CH:16][C:17]([C:20]2[NH:12][C:11]3[N:10]([N:9]=[CH:8][C:7]=3[C:5]3[O:6][C:2]([CH3:1])=[CH:3][N:4]=3)[C:22](=[O:23])[CH:21]=2)=[CH:18][CH:19]=1. Given the reactants [CH3:1][C:2]1[O:6][C:5]([C:7]2[CH:8]=[N:9][NH:10][C:11]=2[NH2:12])=[N:4][CH:3]=1.[Cl:13][C:14]1[CH:19]=[CH:18][C:17]([C:20](=O)[CH2:21][C:22](OCC)=[O:23])=[CH:16][CH:15]=1.CC1C=CC(S(O)(=O)=O)=CC=1, predict the reaction product. (5) The product is: [OH:1][C@H:2]([C:11]([CH3:15])([CH3:14])[CH2:12][OH:13])[C:3]([NH:5][CH2:6][CH2:7][C:8]([NH:45][CH2:46][CH2:47][O:48][C:49](=[O:66])[CH2:50][C:51]1[CH:56]=[CH:55][CH:54]=[CH:53][C:52]=1[NH:57][C:58]1[C:63]([Cl:64])=[CH:62][CH:61]=[CH:60][C:59]=1[Cl:65])=[O:10])=[O:4]. Given the reactants [OH:1][C@H:2]([C:11]([CH3:15])([CH3:14])[CH2:12][OH:13])[C:3]([NH:5][CH2:6][CH2:7][C:8]([OH:10])=O)=[O:4].C(N(CC)CC)C.CCN=C=NCCCN(C)C.Cl.C1C=CC2N(O)N=NC=2C=1.[NH2:45][CH2:46][CH2:47][O:48][C:49](=[O:66])[CH2:50][C:51]1[CH:56]=[CH:55][CH:54]=[CH:53][C:52]=1[NH:57][C:58]1[C:63]([Cl:64])=[CH:62][CH:61]=[CH:60][C:59]=1[Cl:65], predict the reaction product. (6) Given the reactants [CH3:1][C:2]1[CH:7]=[CH:6][N:5]=[C:4]([S:8][CH3:9])[N:3]=1.[F:10][C:11]1[CH:21]=[CH:20][C:14]([C:15](OCC)=[O:16])=[CH:13][CH:12]=1.C[Si](C)(C)[N-][Si](C)(C)C.[Na+].[NH4+].[Cl-], predict the reaction product. The product is: [F:10][C:11]1[CH:21]=[CH:20][C:14]([C:15](=[O:16])[CH2:1][C:2]2[CH:7]=[CH:6][N:5]=[C:4]([S:8][CH3:9])[N:3]=2)=[CH:13][CH:12]=1. (7) Given the reactants [O:1]([CH:8]([C:10]1[CH:19]=[CH:18][C:13]([C:14]([O:16]C)=[O:15])=[CH:12][CH:11]=1)C)[C:2]1[CH:7]=[CH:6][CH:5]=[CH:4][CH:3]=1.O.[OH-].[Li+].O1CCC[CH2:24]1.Cl, predict the reaction product. The product is: [CH3:24][C:19]1[CH:18]=[C:13]([CH:12]=[CH:11][C:10]=1[CH2:8][O:1][C:2]1[CH:3]=[CH:4][CH:5]=[CH:6][CH:7]=1)[C:14]([OH:16])=[O:15]. (8) Given the reactants [C:1]1([CH2:7][C:8]([OH:10])=O)[CH:6]=[CH:5][CH:4]=[CH:3][CH:2]=1.CCN(C(C)C)C(C)C.CN(C(ON1N=NC2C=CC=NC1=2)=[N+](C)C)C.F[P-](F)(F)(F)(F)F.[NH:44]1[CH2:49][CH2:48][CH:47]([NH:50][C:51]2[CH:60]=[CH:59][N:58]=[C:57]3[C:52]=2[C:53]2[CH:65]=[CH:64][CH:63]=[CH:62][C:54]=2[C:55](=[O:61])[NH:56]3)[CH2:46][CH2:45]1, predict the reaction product. The product is: [C:1]1([CH2:7][C:8]([N:44]2[CH2:45][CH2:46][CH:47]([NH:50][C:51]3[CH:60]=[CH:59][N:58]=[C:57]4[C:52]=3[C:53]3[CH:65]=[CH:64][CH:63]=[CH:62][C:54]=3[C:55](=[O:61])[NH:56]4)[CH2:48][CH2:49]2)=[O:10])[CH:2]=[CH:3][CH:4]=[CH:5][CH:6]=1.